Dataset: Peptide-MHC class I binding affinity with 185,985 pairs from IEDB/IMGT. Task: Regression. Given a peptide amino acid sequence and an MHC pseudo amino acid sequence, predict their binding affinity value. This is MHC class I binding data. (1) The peptide sequence is MSIQLINKAV. The MHC is HLA-A02:03 with pseudo-sequence HLA-A02:03. The binding affinity (normalized) is 0.307. (2) The peptide sequence is RVVEPIKQI. The MHC is HLA-A02:16 with pseudo-sequence HLA-A02:16. The binding affinity (normalized) is 0.0847. (3) The peptide sequence is FSDLCNFLI. The MHC is HLA-A29:02 with pseudo-sequence HLA-A29:02. The binding affinity (normalized) is 0.0847. (4) The peptide sequence is TAVIRFQQL. The MHC is H-2-Db with pseudo-sequence H-2-Db. The binding affinity (normalized) is 0.135. (5) The peptide sequence is GELDRWEKI. The MHC is HLA-A01:01 with pseudo-sequence HLA-A01:01. The binding affinity (normalized) is 0.